From a dataset of Forward reaction prediction with 1.9M reactions from USPTO patents (1976-2016). Predict the product of the given reaction. (1) Given the reactants [Cl:1][C:2]1[CH:3]=[N:4][CH:5]=[C:6]([Cl:20])[C:7]=1[S:8][C:9]1[S:13][C:12]([C:14]([OH:16])=O)=[CH:11][C:10]=1[N+:17]([O-:19])=[O:18].[CH3:21][NH:22][CH3:23], predict the reaction product. The product is: [Cl:20][C:6]1[CH:5]=[N:4][CH:3]=[C:2]([Cl:1])[C:7]=1[S:8][C:9]1[S:13][C:12]([C:14]([N:22]([CH3:23])[CH3:21])=[O:16])=[CH:11][C:10]=1[N+:17]([O-:19])=[O:18]. (2) Given the reactants [CH2:1]([N:3]1[C:12]2[CH:11]=[CH:10][C:9]([CH3:13])=[CH:8][C:7]=2[C:6](=[O:14])[C:5]2[N:15]([CH3:18])[N:16]=[CH:17][C:4]1=2)[CH3:2].Cl.[CH3:20][N:21]([CH3:26])[CH2:22]CC[Cl:25].C(=O)([O-])[O-].[K+].[K+].O, predict the reaction product. The product is: [ClH:25].[CH3:20][N:21]([CH3:26])[CH2:22][CH2:2][CH2:1][N:3]1[C:12]2[CH:11]=[CH:10][C:9]([CH3:13])=[CH:8][C:7]=2[C:6](=[O:14])[C:5]2[N:15]([CH3:18])[N:16]=[CH:17][C:4]1=2. (3) Given the reactants Cl[C:2]1[CH:7]=[C:6]([CH2:8][CH3:9])[N:5]=[C:4]([CH:10]2[CH2:14][CH2:13][CH2:12][CH2:11]2)[N:3]=1.[NH2:15][C:16]1[CH:24]=[CH:23][C:19]([CH2:20][CH2:21][OH:22])=[CH:18][CH:17]=1, predict the reaction product. The product is: [CH:10]1([C:4]2[N:3]=[C:2]([NH:15][C:16]3[CH:24]=[CH:23][C:19]([CH2:20][CH2:21][OH:22])=[CH:18][CH:17]=3)[CH:7]=[C:6]([CH2:8][CH3:9])[N:5]=2)[CH2:14][CH2:13][CH2:12][CH2:11]1. (4) Given the reactants [Br:1][C:2]1[CH:3]=[C:4]([CH:14]=[CH:15][N:16]=1)[C:5]([NH:7][CH2:8][CH:9]([O:12]C)OC)=O.CS(O)(=O)=O.O=P12OP3(OP(OP(O3)(O1)=O)(=O)O2)=O, predict the reaction product. The product is: [Br:1][C:2]1[CH:3]=[C:4]([C:5]2[O:12][CH:9]=[CH:8][N:7]=2)[CH:14]=[CH:15][N:16]=1. (5) Given the reactants C([O:8][CH2:9][CH2:10][O:11][C:12]1[N:17]=[C:16]([N:18]([CH2:40][CH3:41])[C:19]([C:21]2[CH:26]=[CH:25][N:24]3[N:27]=[CH:28][C:29]([C:30]4[CH:35]=[CH:34][C:33]([C:36](=[O:39])[NH:37][CH3:38])=[CH:32][CH:31]=4)=[C:23]3[CH:22]=2)=[O:20])[CH:15]=[CH:14][C:13]=1[C:42]#[N:43])C1C=CC=CC=1, predict the reaction product. The product is: [C:42]([C:13]1[CH:14]=[CH:15][C:16]([N:18]([CH2:40][CH3:41])[C:19]([C:21]2[CH:26]=[CH:25][N:24]3[N:27]=[CH:28][C:29]([C:30]4[CH:35]=[CH:34][C:33]([C:36](=[O:39])[NH:37][CH3:38])=[CH:32][CH:31]=4)=[C:23]3[CH:22]=2)=[O:20])=[N:17][C:12]=1[O:11][CH2:10][CH2:9][OH:8])#[N:43]. (6) The product is: [CH3:17][C:16]1[C:12]([NH:11][S:7]([C:5]2[S:6][C:2]([CH3:1])=[CH:3][CH:4]=2)(=[O:9])=[O:8])=[N:13][O:14][C:15]=1[CH3:18]. Given the reactants [CH3:1][C:2]1[S:6][C:5]([S:7](Cl)(=[O:9])=[O:8])=[CH:4][CH:3]=1.[NH2:11][C:12]1[C:16]([CH3:17])=[C:15]([CH3:18])[O:14][N:13]=1.Cl, predict the reaction product. (7) Given the reactants [CH3:1][N:2]1[CH2:14][CH2:13][C:12]2[C:11]3[C:6](=[CH:7][CH:8]=[C:9]([NH:15][S:16]([C:19]4[CH:28]=[CH:27][C:26]5[C:21](=[CH:22][CH:23]=[CH:24][CH:25]=5)[CH:20]=4)(=[O:18])=[O:17])[CH:10]=3)[NH:5][C:4]=2[CH2:3]1.[ClH:29], predict the reaction product. The product is: [ClH:29].[CH3:1][N:2]1[CH2:14][CH2:13][C:12]2[C:11]3[C:6](=[CH:7][CH:8]=[C:9]([NH:15][S:16]([C:19]4[CH:28]=[CH:27][C:26]5[C:21](=[CH:22][CH:23]=[CH:24][CH:25]=5)[CH:20]=4)(=[O:17])=[O:18])[CH:10]=3)[NH:5][C:4]=2[CH2:3]1.